Dataset: Forward reaction prediction with 1.9M reactions from USPTO patents (1976-2016). Task: Predict the product of the given reaction. Given the reactants Cl.[NH2:2][C@H:3]1[CH2:8][CH2:7][C@H:6]([C:9](O)=[O:10])[CH2:5][CH2:4]1.COCCO[AlH2-]OCCOC.[Na+].[OH-].[Na+], predict the reaction product. The product is: [NH2:2][C@H:3]1[CH2:8][CH2:7][C@H:6]([CH2:9][OH:10])[CH2:5][CH2:4]1.